This data is from Full USPTO retrosynthesis dataset with 1.9M reactions from patents (1976-2016). The task is: Predict the reactants needed to synthesize the given product. (1) Given the product [F:19][C:17]1[CH:16]=[CH:15][CH:14]=[C:13]2[C:18]=1[N:9]([CH2:8][C:5]1[N:6]=[N:7][C:2]([N:24]3[CH2:29][CH2:28][CH2:27][CH2:26][CH2:25]3)=[CH:3][CH:4]=1)[CH:10]=[C:11]([C:21]([OH:23])=[O:22])[C:12]2=[O:20], predict the reactants needed to synthesize it. The reactants are: Cl[C:2]1[N:7]=[N:6][C:5]([CH2:8][N:9]2[C:18]3[C:13](=[CH:14][CH:15]=[CH:16][C:17]=3[F:19])[C:12](=[O:20])[C:11]([C:21]([OH:23])=[O:22])=[CH:10]2)=[CH:4][CH:3]=1.[NH:24]1[CH2:29][CH2:28][CH2:27][CH2:26][CH2:25]1. (2) Given the product [CH2:1]([C:3]1[N:4]([CH2:11][CH2:12][O:13][C:14]2[CH:15]=[CH:16][C:17]([NH2:20])=[CH:18][CH:19]=2)[C:5](=[O:10])[CH:6]=[C:7]([CH3:9])[N:8]=1)[CH3:2], predict the reactants needed to synthesize it. The reactants are: [CH2:1]([C:3]1[N:4]([CH2:11][CH2:12][O:13][C:14]2[CH:19]=[CH:18][C:17]([N+:20]([O-])=O)=[CH:16][CH:15]=2)[C:5](=[O:10])[CH:6]=[C:7]([CH3:9])[N:8]=1)[CH3:2].[H][H]. (3) Given the product [CH3:19][C:11]1[CH:12]=[C:13]([C:16]#[C:17][CH3:18])[CH:14]=[CH:15][C:10]=1[CH:9]1[C:8](=[O:20])[CH:7]2[CH2:21][CH:4]([CH2:5][CH2:6]2)[C:3]1=[O:2], predict the reactants needed to synthesize it. The reactants are: C[O:2][C:3]1[CH:4]2[CH2:21][CH:7]([C:8](=[O:20])[C:9]=1[C:10]1[CH:15]=[CH:14][C:13]([C:16]#[C:17][CH3:18])=[CH:12][C:11]=1[CH3:19])[CH2:6][CH2:5]2.Cl. (4) Given the product [N:1]1([CH:12]([NH:28][C:26](=[O:27])[CH2:25][CH2:24][CH2:23][CH2:22][C:16]2[CH:21]=[CH:20][CH:19]=[CH:18][CH:17]=2)[C:11]([CH3:15])([CH3:14])[CH3:10])[C:5]2[CH:6]=[CH:7][CH:8]=[CH:9][C:4]=2[N:3]=[N:2]1, predict the reactants needed to synthesize it. The reactants are: [NH:1]1[C:5]2[CH:6]=[CH:7][CH:8]=[CH:9][C:4]=2[N:3]=[N:2]1.[CH3:10][C:11]([CH3:15])([CH3:14])[CH:12]=O.[C:16]1([CH2:22][CH2:23][CH2:24][CH2:25][C:26]([NH2:28])=[O:27])[CH:21]=[CH:20][CH:19]=[CH:18][CH:17]=1. (5) Given the product [CH2:12]([NH:19][C:7]([C@@H:5]1[C@@H:4]([CH3:10])[O:3][C:2]([CH3:11])([CH3:1])[O:6]1)=[O:8])[C:13]1[CH:18]=[CH:17][CH:16]=[CH:15][CH:14]=1, predict the reactants needed to synthesize it. The reactants are: [CH3:1][C:2]1([CH3:11])[O:6][C@H:5]([C:7](Cl)=[O:8])[C@@H:4]([CH3:10])[O:3]1.[CH2:12]([NH2:19])[C:13]1[CH:18]=[CH:17][CH:16]=[CH:15][CH:14]=1. (6) Given the product [CH2:20]([N:22]1[CH2:27][CH2:26][N:25]([C:2]2[CH:7]=[CH:6][C:5]([N+:8]([O-:10])=[O:9])=[CH:4][N:3]=2)[CH2:24][CH2:23]1)[CH3:21], predict the reactants needed to synthesize it. The reactants are: Cl[C:2]1[CH:7]=[CH:6][C:5]([N+:8]([O-:10])=[O:9])=[CH:4][N:3]=1.C(N(CC)C(C)C)(C)C.[CH2:20]([N:22]1[CH2:27][CH2:26][NH:25][CH2:24][CH2:23]1)[CH3:21].